From a dataset of Reaction yield outcomes from USPTO patents with 853,638 reactions. Predict the reaction yield, written as a fraction of the theoretical maximum amount of product (1.0 means a 100% yield; for example, 0.34 means a 34% yield). (1) The reactants are [C:1]([NH:5][S:6]([C:9]1[CH:14]=[CH:13][C:12]([N:15]=[CH:16][C:17]2[CH:22]=[CH:21][C:20]([O:23][CH3:24])=[C:19]([F:25])[CH:18]=2)=[CH:11][CH:10]=1)(=[O:8])=[O:7])([CH3:4])([CH3:3])[CH3:2].S([CH2:36][N+:37]#[C-:38])(C1C=CC(C)=CC=1)(=O)=O.C([O-])([O-])=O.[K+].[K+].COCCOC. The catalyst is CO. The product is [C:1]([NH:5][S:6]([C:9]1[CH:10]=[CH:11][C:12]([N:15]2[C:16]([C:17]3[CH:22]=[CH:21][C:20]([O:23][CH3:24])=[C:19]([F:25])[CH:18]=3)=[CH:38][N:37]=[CH:36]2)=[CH:13][CH:14]=1)(=[O:8])=[O:7])([CH3:4])([CH3:3])[CH3:2]. The yield is 0.900. (2) The reactants are F[C:2]1[CH:7]=[CH:6][C:5]([C:8]2[CH:9]=[N:10][C:11]([N:14]3[CH2:19][CH2:18][N:17]([S:20]([CH2:23][C@H:24]([CH:28]([CH3:30])[CH3:29])[C:25]([OH:27])=[O:26])(=[O:22])=[O:21])[CH2:16][CH2:15]3)=[N:12][CH:13]=2)=[CH:4][CH:3]=1.C([C@@H]1COC(=O)N1C(=O)[C@H](CS(N1CCN(C2N=CC(C3C=CC([C:71]([F:74])([F:73])[F:72])=CC=3)=CN=2)CC1)(=O)=O)C(C)C)C1C=CC=CC=1. No catalyst specified. The product is [CH3:30][CH:28]([CH3:29])[C@@H:24]([CH2:23][S:20]([N:17]1[CH2:18][CH2:19][N:14]([C:11]2[N:12]=[CH:13][C:8]([C:5]3[CH:6]=[CH:7][C:2]([C:71]([F:74])([F:73])[F:72])=[CH:3][CH:4]=3)=[CH:9][N:10]=2)[CH2:15][CH2:16]1)(=[O:22])=[O:21])[C:25]([OH:27])=[O:26]. The yield is 0.240. (3) The reactants are [CH2:1]([O:8][C:9](=[O:22])[NH:10][CH2:11][CH2:12][CH2:13][CH2:14][C:15]1[CH:20]=[CH:19][C:18]([OH:21])=[CH:17][CH:16]=1)[C:2]1[CH:7]=[CH:6][CH:5]=[CH:4][CH:3]=1.C(=O)([O-])[O-].[K+].[K+].[I-].[Na+].Br[CH2:32][C:33]([O:35][CH2:36][CH3:37])=[O:34]. The catalyst is CN(C=O)C.O. The product is [CH2:36]([O:35][C:33](=[O:34])[CH2:32][O:21][C:18]1[CH:19]=[CH:20][C:15]([CH2:14][CH2:13][CH2:12][CH2:11][NH:10][C:9]([O:8][CH2:1][C:2]2[CH:7]=[CH:6][CH:5]=[CH:4][CH:3]=2)=[O:22])=[CH:16][CH:17]=1)[CH3:37]. The yield is 0.890. (4) The reactants are [CH2:1]([N:3]=[C:4]=[O:5])[CH3:2].[CH3:6][CH:7]1[CH2:11][CH2:10][CH2:9][N:8]1[CH2:12][CH2:13][CH2:14][O:15][C:16]1[CH:21]=[CH:20][C:19]([C:22]2[S:23][C:24]3[CH2:29][CH2:28][CH2:27][NH:26][C:25]=3[N:30]=2)=[CH:18][CH:17]=1.O.C(=O)([O-])[O-].[K+].[K+]. The catalyst is ClCCl. The product is [CH2:1]([NH:3][C:4]([N:26]1[CH2:27][CH2:28][CH2:29][C:24]2[S:23][C:22]([C:19]3[CH:18]=[CH:17][C:16]([O:15][CH2:14][CH2:13][CH2:12][N:8]4[CH2:9][CH2:10][CH2:11][CH:7]4[CH3:6])=[CH:21][CH:20]=3)=[N:30][C:25]1=2)=[O:5])[CH3:2]. The yield is 0.780. (5) The reactants are [C:1]([CH:3]([C:10]1[CH:15]=[CH:14][CH:13]=[CH:12][CH:11]=1)[CH2:4][C:5]([O:7]CC)=[O:6])#N.[OH-:16].[K+].CC[OH:20]. The product is [C:10]1([CH:3]([CH2:4][C:5]([OH:7])=[O:6])[C:1]([OH:20])=[O:16])[CH:15]=[CH:14][CH:13]=[CH:12][CH:11]=1. The yield is 0.890. The catalyst is C1(C)C=CC=CC=1. (6) The reactants are Cl[C:2]1[N:7]=[C:6]([NH:8][C@H:9]([C:17]([O:19][CH3:20])=[O:18])[CH2:10][C:11]2[CH:16]=[CH:15][CH:14]=[CH:13][CH:12]=2)[CH:5]=[CH:4][N:3]=1.[CH2:21]([O:28][C:29]1[CH:34]=[CH:33][C:32](B(O)O)=[CH:31][CH:30]=1)[C:22]1[CH:27]=[CH:26][CH:25]=[CH:24][CH:23]=1.C(=O)([O-])[O-].[Na+].[Na+].[OH-].[Na+].CN(N=O)C(N[N+]([O-])=O)=N.[OH-].[K+]. The catalyst is O.C1C=CC([P]([Pd]([P](C2C=CC=CC=2)(C2C=CC=CC=2)C2C=CC=CC=2)([P](C2C=CC=CC=2)(C2C=CC=CC=2)C2C=CC=CC=2)[P](C2C=CC=CC=2)(C2C=CC=CC=2)C2C=CC=CC=2)(C2C=CC=CC=2)C2C=CC=CC=2)=CC=1.CCOCC.CN(C=O)C. The product is [CH2:21]([O:28][C:29]1[CH:34]=[CH:33][C:32]([C:2]2[N:7]=[C:6]([NH:8][C@H:9]([C:17]([O:19][CH3:20])=[O:18])[CH2:10][C:11]3[CH:16]=[CH:15][CH:14]=[CH:13][CH:12]=3)[CH:5]=[CH:4][N:3]=2)=[CH:31][CH:30]=1)[C:22]1[CH:27]=[CH:26][CH:25]=[CH:24][CH:23]=1. The yield is 0.400. (7) The reactants are [CH3:1][O:2][C:3]1[C:12]([C:13]([O:15]CC)=[O:14])=[C:11]([O:18][CH3:19])[C:10]2[C:5](=[CH:6][CH:7]=[CH:8][CH:9]=2)[N:4]=1.Cl. The catalyst is [OH-].[Na+]. The product is [CH3:1][O:2][C:3]1[C:12]([C:13]([OH:15])=[O:14])=[C:11]([O:18][CH3:19])[C:10]2[C:5](=[CH:6][CH:7]=[CH:8][CH:9]=2)[N:4]=1. The yield is 0.500.